From a dataset of NCI-60 drug combinations with 297,098 pairs across 59 cell lines. Regression. Given two drug SMILES strings and cell line genomic features, predict the synergy score measuring deviation from expected non-interaction effect. (1) Drug 1: C1CN1C2=NC(=NC(=N2)N3CC3)N4CC4. Drug 2: C1CN(CCN1C(=O)CCBr)C(=O)CCBr. Cell line: NCI-H322M. Synergy scores: CSS=0.334, Synergy_ZIP=0.789, Synergy_Bliss=2.69, Synergy_Loewe=2.09, Synergy_HSA=0.562. (2) Drug 1: C1=CC(=CC=C1CCC2=CNC3=C2C(=O)NC(=N3)N)C(=O)NC(CCC(=O)O)C(=O)O. Drug 2: CC1=C(C(CCC1)(C)C)C=CC(=CC=CC(=CC(=O)O)C)C. Cell line: UACC62. Synergy scores: CSS=15.2, Synergy_ZIP=-4.56, Synergy_Bliss=0.249, Synergy_Loewe=5.00, Synergy_HSA=5.18. (3) Drug 1: C1CCC(C1)C(CC#N)N2C=C(C=N2)C3=C4C=CNC4=NC=N3. Drug 2: CCC1=CC2CC(C3=C(CN(C2)C1)C4=CC=CC=C4N3)(C5=C(C=C6C(=C5)C78CCN9C7C(C=CC9)(C(C(C8N6C)(C(=O)OC)O)OC(=O)C)CC)OC)C(=O)OC.C(C(C(=O)O)O)(C(=O)O)O. Cell line: HS 578T. Synergy scores: CSS=67.8, Synergy_ZIP=21.3, Synergy_Bliss=18.8, Synergy_Loewe=-31.9, Synergy_HSA=14.6. (4) Drug 1: CC12CCC3C(C1CCC2O)C(CC4=C3C=CC(=C4)O)CCCCCCCCCS(=O)CCCC(C(F)(F)F)(F)F. Drug 2: CC12CCC3C(C1CCC2OP(=O)(O)O)CCC4=C3C=CC(=C4)OC(=O)N(CCCl)CCCl.[Na+]. Cell line: PC-3. Synergy scores: CSS=1.21, Synergy_ZIP=-0.711, Synergy_Bliss=0.0694, Synergy_Loewe=-0.376, Synergy_HSA=-2.92. (5) Drug 1: CC1=C(C(CCC1)(C)C)C=CC(=CC=CC(=CC(=O)O)C)C. Drug 2: CN1C(=O)N2C=NC(=C2N=N1)C(=O)N. Cell line: DU-145. Synergy scores: CSS=5.74, Synergy_ZIP=5.05, Synergy_Bliss=2.13, Synergy_Loewe=-2.39, Synergy_HSA=-1.05. (6) Drug 1: CC1C(C(CC(O1)OC2CC(CC3=C2C(=C4C(=C3O)C(=O)C5=C(C4=O)C(=CC=C5)OC)O)(C(=O)CO)O)N)O.Cl. Drug 2: C1=NC2=C(N1)C(=S)N=C(N2)N. Cell line: NCI-H460. Synergy scores: CSS=36.7, Synergy_ZIP=-4.70, Synergy_Bliss=0.292, Synergy_Loewe=-6.69, Synergy_HSA=1.24. (7) Drug 1: CN(C)N=NC1=C(NC=N1)C(=O)N. Drug 2: CN(C(=O)NC(C=O)C(C(C(CO)O)O)O)N=O. Cell line: HCT-15. Synergy scores: CSS=-3.01, Synergy_ZIP=-1.35, Synergy_Bliss=-5.95, Synergy_Loewe=-8.93, Synergy_HSA=-7.65. (8) Drug 1: COC1=CC(=CC(=C1O)OC)C2C3C(COC3=O)C(C4=CC5=C(C=C24)OCO5)OC6C(C(C7C(O6)COC(O7)C8=CC=CS8)O)O. Drug 2: CC1CCC2CC(C(=CC=CC=CC(CC(C(=O)C(C(C(=CC(C(=O)CC(OC(=O)C3CCCCN3C(=O)C(=O)C1(O2)O)C(C)CC4CCC(C(C4)OC)O)C)C)O)OC)C)C)C)OC. Cell line: RXF 393. Synergy scores: CSS=22.5, Synergy_ZIP=-9.37, Synergy_Bliss=-10.7, Synergy_Loewe=-4.30, Synergy_HSA=-2.99.